From a dataset of Experimentally validated miRNA-target interactions with 360,000+ pairs, plus equal number of negative samples. Binary Classification. Given a miRNA mature sequence and a target amino acid sequence, predict their likelihood of interaction. (1) The protein sequence of the target gene is MMLHSALGLCLLLVTVSSNLAIAIKKEKRPPQTLSRGWGDDITWVQTYEEGLFYAQKSKKPLMVIHHLEDCQYSQALKKVFAQNEEIQEMAQNKFIMLNLMHETTDKNLSPDGQYVPRIMFVDPSLTVRADIAGRYSNRLYTYEPRDLPLLIENMKKALRLIQSEL. Result: 0 (no interaction). The miRNA is hsa-miR-4270 with sequence UCAGGGAGUCAGGGGAGGGC. (2) The miRNA is hsa-miR-3180-5p with sequence CUUCCAGACGCUCCGCCCCACGUCG. The protein sequence of the target gene is MVFSAVLTAFHTGTSNTTFVVYENTYMNITLPPPFQHPDLSPLLRYSFETMAPTGLSSLTVNSTAVPTTPAAFKSLNLPLQITLSAIMIFILFVSFLGNLVVCLMVYQKAAMRSAINILLASLAFADMLLAVLNMPFALVTILTTRWIFGKFFCRVSAMFFWLFVIEGVAILLIISIDRFLIIVQRQDKLNPYRAKVLIAVSWATSFCVAFPLAVGNPDLQIPSRAPQCVFGYTTNPGYQAYVILISLISFFIPFLVILYSFMGILNTLRHNALRIHSYPEGICLSQASKLGLMSLQRPF.... Result: 1 (interaction). (3) The miRNA is cel-miR-2-3p with sequence UAUCACAGCCAGCUUUGAUGUGC. The protein sequence of the target gene is MHFTRRAVSPRASFVFDRHVGTINSSLSRRPRISECVEEEEEDGGGFDLFEEMRQPIQENIPMIILEEEEDDNDNLVMSVARPVRVHFAVDVENLHAHQSVYVVGSNDVLGTWEATRAMPLVQDPDRFMRWKGSIVTDVHQLKFRYFIGYNLMSDQGERLIVDKWEAFLHPRSTLCLAESRNDECRVDRVDLFGYYAGRKCVSDGWLQYPDENQILLRLHGNALKFYKTAKERKNCRVKMTPLDVRFKAPPSGHISFSYGEDEEDEEEDQNVPSNKCTHSATHVAVLSDPRPKFYDQEDT.... Result: 1 (interaction). (4) The miRNA is hsa-miR-662 with sequence UCCCACGUUGUGGCCCAGCAG. The protein sequence of the target gene is MSAGGPCPAAAGGGPGGASCSVGAPGGVSMFRWLEVLEKEFDKAFVDVDLLLGEIDPDQADITYEGRQKMTSLSSCFAQLCHKAQSVSQINHKLEAQLVDLKSELTETQAEKVVLEKEVHDQLLQLHSIQLQLHAKTGQSADSGTIKAKLSGPSVEELERELEANKKEKMKEAQLEAEVKLLRKENEALRRHIAVLQAEVYGARLAAKYLDKELAGRVQQIQLLGRDMKGPAHDKLWNQLEAEIHLHRHKTVIRACRGRNDLKRPMQAPPGHDQDSLKKSQGVGPIRKVLLLKEDHEGLG.... Result: 0 (no interaction). (5) The miRNA is hsa-miR-3622a-5p with sequence CAGGCACGGGAGCUCAGGUGAG. The protein sequence of the target gene is MQSIKCVVVGDGAVGKTCLLICYTTNAFPKEYIPTVFDNYSAQSAVDGRTVNLNLWDTAGQEEYDRLRTLSYPQTNVFVICFSIASPPSYENVRHKWHPEVCHHCPDVPILLVGTKKDLRAQPDTLRRLKEQGQAPITPQQGQALAKQIHAVRYLECSALQQDGVKEVFAEAVRAVLNPTPIKRGRSCILL. Result: 1 (interaction).